From a dataset of Catalyst prediction with 721,799 reactions and 888 catalyst types from USPTO. Predict which catalyst facilitates the given reaction. (1) Reactant: Br[C:2]1[CH:3]=[N:4][N:5]([C:9]2[CH:24]=[CH:23][C:12]([C:13]([NH:15][CH2:16][CH:17]3[CH2:22][CH2:21][O:20][CH2:19][CH2:18]3)=[O:14])=[CH:11][N:10]=2)[C:6]=1[O:7][CH3:8].[CH3:25][N:26]1[CH:31]=[CH:30][C:29](B2OC(C)(C)C(C)(C)O2)=[CH:28][C:27]1=[O:41].C(=O)(O)[O-].[Na+]. Product: [CH3:8][O:7][C:6]1[N:5]([C:9]2[CH:24]=[CH:23][C:12]([C:13]([NH:15][CH2:16][CH:17]3[CH2:22][CH2:21][O:20][CH2:19][CH2:18]3)=[O:14])=[CH:11][N:10]=2)[N:4]=[CH:3][C:2]=1[C:29]1[CH:30]=[CH:31][N:26]([CH3:25])[C:27](=[O:41])[CH:28]=1. The catalyst class is: 669. (2) Reactant: [Br:1][C:2]1[CH:3]=[C:4]([C:9](=O)[C:10](C2CCOCC2)=[O:11])[CH:5]=[CH:6][C:7]=1[F:8].Cl.[CH3:20][NH:21][C:22]([NH2:24])=[NH:23].[C:25](=O)([O-])[O-].[Na+].[Na+].O1[CH2:36][CH2:35][O:34][CH2:33][CH2:32]1. Product: [NH2:23][C:22]1[N:21]([CH3:20])[C:10](=[O:11])[C:9]([C:4]2[CH:5]=[CH:6][C:7]([F:8])=[C:2]([Br:1])[CH:3]=2)([CH:25]2[CH2:32][CH2:33][O:34][CH2:35][CH2:36]2)[N:24]=1. The catalyst class is: 40.